From a dataset of Catalyst prediction with 721,799 reactions and 888 catalyst types from USPTO. Predict which catalyst facilitates the given reaction. (1) Reactant: [N+:1]([C:4]1[CH:5]=[C:6]2[C:11](=[CH:12][CH:13]=1)[NH:10][C:9](=[O:14])[CH2:8][CH2:7]2)([O-])=O.[Cl-].[NH4+]. Product: [NH2:1][C:4]1[CH:5]=[C:6]2[C:11](=[CH:12][CH:13]=1)[NH:10][C:9](=[O:14])[CH2:8][CH2:7]2. The catalyst class is: 284. (2) Reactant: [K].[C:2]([CH:10]([CH2:34][CH3:35])[CH2:11][C:12]1[CH:17]=[CH:16][C:15]([N:18]2[S:22](=[O:24])(=[O:23])[NH:21][C:20](=[O:25])[CH2:19]2)=[C:14]([O:26]CC2C=CC=CC=2)[CH:13]=1)(=[O:9])[C:3]1[CH:8]=[CH:7][CH:6]=[CH:5][CH:4]=1. Product: [C:2]([CH:10]([CH2:34][CH3:35])[CH2:11][C:12]1[CH:17]=[CH:16][C:15]([N:18]2[S:22](=[O:24])(=[O:23])[NH:21][C:20](=[O:25])[CH2:19]2)=[C:14]([OH:26])[CH:13]=1)(=[O:9])[C:3]1[CH:8]=[CH:7][CH:6]=[CH:5][CH:4]=1. The catalyst class is: 748.